This data is from Reaction yield outcomes from USPTO patents with 853,638 reactions. The task is: Predict the reaction yield, written as a fraction of the theoretical maximum amount of product (1.0 means a 100% yield; for example, 0.34 means a 34% yield). The reactants are [Br:1][C:2]1[CH:3]=[C:4]([CH:8]=[C:9]([Br:23])[C:10]=1[O:11][C:12]1[CH:17]=[CH:16][C:15]([O:18]C)=[C:14]([CH:20]([CH3:22])[CH3:21])[CH:13]=1)[C:5](O)=[O:6].[Cl:24][C:25]1[CH:30]=[CH:29][C:28]([S:31]([NH2:34])(=[O:33])=[O:32])=[CH:27][CH:26]=1. No catalyst specified. The product is [Br:1][C:2]1[CH:3]=[C:4]([CH:8]=[C:9]([Br:23])[C:10]=1[O:11][C:12]1[CH:17]=[CH:16][C:15]([OH:18])=[C:14]([CH:20]([CH3:21])[CH3:22])[CH:13]=1)[C:5]([C:29]1[CH:30]=[C:25]([Cl:24])[CH:26]=[CH:27][C:28]=1[S:31]([NH2:34])(=[O:32])=[O:33])=[O:6]. The yield is 0.620.